Task: Predict the product of the given reaction.. Dataset: Forward reaction prediction with 1.9M reactions from USPTO patents (1976-2016) (1) Given the reactants [C:1]([O:5][C:6]([NH:8][C@@H:9]([CH2:13][C:14]1[CH:19]=[CH:18][C:17]([C:20]2[CH:25]=[CH:24][CH:23]=[C:22]([CH3:26])[CH:21]=2)=[CH:16][CH:15]=1)[C:10](O)=O)=[O:7])([CH3:4])([CH3:3])[CH3:2].ClC(OCC)=O.C([N:35](CC)CC)C.C(OC(C(F)(F)F)=O)(C(F)(F)F)=O.N1C=CC=CC=1, predict the reaction product. The product is: [C:10]([C@@H:9]([NH:8][C:6](=[O:7])[O:5][C:1]([CH3:4])([CH3:3])[CH3:2])[CH2:13][C:14]1[CH:19]=[CH:18][C:17]([C:20]2[CH:25]=[CH:24][CH:23]=[C:22]([CH3:26])[CH:21]=2)=[CH:16][CH:15]=1)#[N:35]. (2) Given the reactants [CH2:1]([O:3][C@H:4]([C:17]([O:19][CH2:20][CH3:21])=[O:18])[CH2:5][C:6]1[CH:16]=[CH:15][C:9]([O:10][CH2:11][C:12]([OH:14])=O)=[CH:8][CH:7]=1)[CH3:2].Cl.[F:23][C:24]1[CH:40]=[C:39]([F:41])[CH:38]=[CH:37][C:25]=1[CH2:26][NH:27][CH2:28][CH2:29][CH2:30][CH2:31][CH2:32][CH2:33][CH2:34][CH2:35][CH3:36].C(N(CC)C(C)C)(C)C.Cl.C(N=C=NCCCN(C)C)C, predict the reaction product. The product is: [F:23][C:24]1[CH:40]=[C:39]([F:41])[CH:38]=[CH:37][C:25]=1[CH2:26][N:27]([CH2:28][CH2:29][CH2:30][CH2:31][CH2:32][CH2:33][CH2:34][CH2:35][CH3:36])[C:12](=[O:14])[CH2:11][O:10][C:9]1[CH:8]=[CH:7][C:6]([CH2:5][C@H:4]([O:3][CH2:1][CH3:2])[C:17]([O:19][CH2:20][CH3:21])=[O:18])=[CH:16][CH:15]=1. (3) Given the reactants [CH3:1][O:2][C:3]([C:5]1[NH:6][C:7]2[C:12]([CH:13]=1)=[CH:11][C:10]([O:14][C:15]1[CH:20]=[CH:19][C:18]([N+:21]([O-])=O)=[CH:17][N:16]=1)=[CH:9][CH:8]=2)=[O:4].C(N(CC)CC)C.[Cl:31][C:32]1[CH:33]=[C:34]([CH:38]=[CH:39][C:40]=1[Cl:41])[C:35](Cl)=[O:36].O, predict the reaction product. The product is: [CH3:1][O:2][C:3]([C:5]1[NH:6][C:7]2[C:12]([CH:13]=1)=[CH:11][C:10]([O:14][C:15]1[CH:20]=[CH:19][C:18]([NH:21][C:35](=[O:36])[C:34]3[CH:38]=[CH:39][C:40]([Cl:41])=[C:32]([Cl:31])[CH:33]=3)=[CH:17][N:16]=1)=[CH:9][CH:8]=2)=[O:4]. (4) Given the reactants [CH3:1][O:2][C:3](=[O:23])[CH2:4][CH2:5][C:6]1[CH:11]=[CH:10][C:9]([O:12][C:13]2[CH:18]=[CH:17][CH:16]=[C:15]([CH2:19][NH2:20])[CH:14]=2)=[CH:8][C:7]=1[CH2:21][CH3:22].[F:24][C:25]1[CH:33]=[C:32]([C:34]([F:37])([F:36])[F:35])[CH:31]=[CH:30][C:26]=1[C:27](O)=[O:28].O.ON1C2C=CC=CC=2N=N1.Cl.CN(C)CCCN=C=NCC.C(N(CC)C(C)C)(C)C, predict the reaction product. The product is: [CH3:1][O:2][C:3](=[O:23])[CH2:4][CH2:5][C:6]1[CH:11]=[CH:10][C:9]([O:12][C:13]2[CH:18]=[CH:17][CH:16]=[C:15]([CH2:19][NH:20][C:27](=[O:28])[C:26]3[CH:30]=[CH:31][C:32]([C:34]([F:35])([F:36])[F:37])=[CH:33][C:25]=3[F:24])[CH:14]=2)=[CH:8][C:7]=1[CH2:21][CH3:22]. (5) Given the reactants [CH:1]1([C@H:7]([NH2:32])[C@@H:8]([C:25]2[CH:30]=[CH:29][CH:28]=[CH:27][C:26]=2[F:31])[CH2:9][CH2:10][N:11]2[CH2:16][CH2:15][N:14]([C:17]3[CH:22]=[CH:21][CH:20]=[CH:19][C:18]=3[O:23][CH3:24])[CH2:13][CH2:12]2)[CH2:6][CH2:5][CH2:4][CH2:3][CH2:2]1.[CH3:33][N:34]([CH3:38])[C:35](Cl)=[O:36], predict the reaction product. The product is: [CH:1]1([CH:7]([NH:32][C:35](=[O:36])[N:34]([CH3:38])[CH3:33])[CH:8]([C:25]2[CH:30]=[CH:29][CH:28]=[CH:27][C:26]=2[F:31])[CH2:9][CH2:10][N:11]2[CH2:16][CH2:15][N:14]([C:17]3[CH:22]=[CH:21][CH:20]=[CH:19][C:18]=3[O:23][CH3:24])[CH2:13][CH2:12]2)[CH2:6][CH2:5][CH2:4][CH2:3][CH2:2]1. (6) Given the reactants [Br:1][C:2]1[CH:3]=[C:4]2[NH:10][C:9](=[O:11])[C:8]([CH3:13])([CH3:12])[C:5]2=[N:6][CH:7]=1.[H-].[Na+].[CH3:16]I, predict the reaction product. The product is: [Br:1][C:2]1[CH:3]=[C:4]2[N:10]([CH3:16])[C:9](=[O:11])[C:8]([CH3:13])([CH3:12])[C:5]2=[N:6][CH:7]=1.